Dataset: Hepatocyte clearance measurements from AstraZeneca. Task: Regression/Classification. Given a drug SMILES string, predict its absorption, distribution, metabolism, or excretion properties. Task type varies by dataset: regression for continuous measurements (e.g., permeability, clearance, half-life) or binary classification for categorical outcomes (e.g., BBB penetration, CYP inhibition). For this dataset (clearance_hepatocyte_az), we predict log10(clearance) (log10 of the in vitro intrinsic clearance, CLint, in uL/min per 10^6 hepatocytes; values are censored to the assay range of 3 to 150, which is 0.477 to 2.18 on this log10 scale). The drug is C#Cc1cccc(Nc2ncnc3cc4c(cc23)OCCOCCOCCO4)c1. The log10(clearance) is 1.34.